Dataset: Forward reaction prediction with 1.9M reactions from USPTO patents (1976-2016). Task: Predict the product of the given reaction. (1) Given the reactants [CH:1]([O:4][C:5](=[O:32])[C:6]1[CH:11]=[CH:10][C:9]([C:12]#[C:13][C:14]2[CH:19]=[CH:18][C:17]([CH2:20][C:21]([O:23]C)=[O:22])=[C:16]([F:25])[CH:15]=2)=[CH:8][C:7]=1[CH2:26][N:27]([CH:29]1[CH2:31][CH2:30]1)[CH3:28])([CH3:3])[CH3:2].O1CCCC1.O.O.[OH-].[Li+], predict the reaction product. The product is: [CH:1]([O:4][C:5](=[O:32])[C:6]1[CH:11]=[CH:10][C:9]([C:12]#[C:13][C:14]2[CH:19]=[CH:18][C:17]([CH2:20][C:21]([OH:23])=[O:22])=[C:16]([F:25])[CH:15]=2)=[CH:8][C:7]=1[CH2:26][N:27]([CH:29]1[CH2:31][CH2:30]1)[CH3:28])([CH3:3])[CH3:2]. (2) Given the reactants [Cl:1][C:2]1[CH:7]=[CH:6][C:5]([C:8]2[S:12][C:11]([NH:13]C(=O)C)=[N:10][C:9]=2[CH3:17])=[CH:4][C:3]=1[S:18]([CH3:21])(=[O:20])=[O:19].NC(N)=S, predict the reaction product. The product is: [Cl:1][C:2]1[CH:7]=[CH:6][C:5]([C:8]2[S:12][C:11]([NH2:13])=[N:10][C:9]=2[CH3:17])=[CH:4][C:3]=1[S:18]([CH3:21])(=[O:19])=[O:20]. (3) Given the reactants [F:1][C:2]1[C:7]([CH2:8][OH:9])=[CH:6][CH:5]=[CH:4][C:3]=1[N:10]1[CH2:15][CH2:14][N:13]([C:16]2[CH:21]=[CH:20][NH:19][C:18](=[O:22])[CH:17]=2)[CH2:12][CH2:11]1.C(=O)([O-])[O-].[K+].[K+].Br[CH2:30][CH2:31][O:32][CH3:33].O, predict the reaction product. The product is: [F:1][C:2]1[C:3]([N:10]2[CH2:15][CH2:14][N:13]([C:16]3[CH:21]=[CH:20][N:19]=[C:18]([O:22][CH2:30][CH2:31][O:32][CH3:33])[CH:17]=3)[CH2:12][CH2:11]2)=[CH:4][CH:5]=[CH:6][C:7]=1[CH2:8][OH:9].